Dataset: Reaction yield outcomes from USPTO patents with 853,638 reactions. Task: Predict the reaction yield, written as a fraction of the theoretical maximum amount of product (1.0 means a 100% yield; for example, 0.34 means a 34% yield). (1) The reactants are [CH3:1][C:2]1[C:11]2[C:6](=[CH:7][CH:8]=[CH:9][CH:10]=2)[C:5]([C:12]#[N:13])=[CH:4][CH:3]=1.C1C(=O)N([Br:21])C(=O)C1.CC(N=NC(C#N)(C)C)(C#N)C. The catalyst is C(Cl)(Cl)(Cl)Cl.O. The product is [Br:21][CH2:1][C:2]1[C:11]2[C:6](=[CH:7][CH:8]=[CH:9][CH:10]=2)[C:5]([C:12]#[N:13])=[CH:4][CH:3]=1. The yield is 0.520. (2) The reactants are Cl[CH2:2][CH2:3][CH2:4][N:5]1[C:14]2[C:9](=[CH:10][C:11]([CH3:15])=[CH:12][CH:13]=2)[CH2:8][CH2:7][C:6]1=[O:16].[CH2:17]([CH:21]1[CH2:26][CH2:25][NH:24][CH2:23][CH2:22]1)[CH2:18][CH2:19][CH3:20].C([O-])([O-])=O.[K+].[K+]. The catalyst is CC#N. The product is [CH2:17]([CH:21]1[CH2:26][CH2:25][N:24]([CH2:2][CH2:3][CH2:4][N:5]2[C:14]3[C:9](=[CH:10][C:11]([CH3:15])=[CH:12][CH:13]=3)[CH2:8][CH2:7][C:6]2=[O:16])[CH2:23][CH2:22]1)[CH2:18][CH2:19][CH3:20]. The yield is 0.410. (3) The reactants are Cl[C:2]1[CH:7]=[C:6]([N:8]2[CH:12]=[CH:11][CH:10]=[N:9]2)[N:5]=[CH:4][N:3]=1.[NH3:13]. The catalyst is C(O)(C)C. The product is [N:8]1([C:6]2[N:5]=[CH:4][N:3]=[C:2]([NH2:13])[CH:7]=2)[CH:12]=[CH:11][CH:10]=[N:9]1. The yield is 0.980. (4) The reactants are [C:1]([N:5]1[CH2:10][CH2:9][CH:8]([NH:11][NH:12]C(OC(C)(C)C)=O)[CH2:7][CH2:6]1)([CH3:4])([CH3:3])[CH3:2].[ClH:20].CCOC(C)=O. No catalyst specified. The product is [ClH:20].[C:1]([N:5]1[CH2:6][CH2:7][CH:8]([NH:11][NH2:12])[CH2:9][CH2:10]1)([CH3:4])([CH3:2])[CH3:3]. The yield is 1.00. (5) The reactants are C(O)(C(F)(F)F)=O.C(O[C:13]([N:15](C)[C:16]1[N:21]=[C:20]([CH2:22][CH2:23][CH2:24][O:25][C:26]2[CH:48]=[CH:47][C:29]([CH2:30][C@@H:31]([C:43]([O:45][CH3:46])=[O:44])[NH:32][C:33](=[O:42])[C:34]3[C:39]([Cl:40])=[CH:38][CH:37]=[CH:36][C:35]=3[Cl:41])=[CH:28][CH:27]=2)[CH:19]=[CH:18][CH:17]=1)=O)(C)(C)C. The catalyst is C(Cl)Cl. The product is [Cl:41][C:35]1[CH:36]=[CH:37][CH:38]=[C:39]([Cl:40])[C:34]=1[C:33]([NH:32][C@H:31]([C:43]([O:45][CH3:46])=[O:44])[CH2:30][C:29]1[CH:47]=[CH:48][C:26]([O:25][CH2:24][CH2:23][CH2:22][C:20]2[CH:19]=[CH:18][CH:17]=[C:16]([NH:15][CH3:13])[N:21]=2)=[CH:27][CH:28]=1)=[O:42]. The yield is 1.00. (6) The catalyst is O1CCCC1. The yield is 0.430. The reactants are [CH2:1]([O:8][C:9]([NH:11][C:12]1([C:15](O)=[O:16])[CH2:14][CH2:13]1)=[O:10])[C:2]1[CH:7]=[CH:6][CH:5]=[CH:4][CH:3]=1.[H]1[BH2][H][BH2]1.C([O-])([O-])=O.[K+].[K+]. The product is [CH2:1]([O:8][C:9]([NH:11][C:12]1([CH2:15][OH:16])[CH2:13][CH2:14]1)=[O:10])[C:2]1[CH:3]=[CH:4][CH:5]=[CH:6][CH:7]=1. (7) The product is [Br:1][C:2]1[N:3]=[C:4]([NH:10][C:11]2[CH:12]=[CH:13][C:14]([CH:17]3[CH2:22][CH2:21][N:20]([CH:25]4[CH2:26][O:23][CH2:24]4)[CH2:19][CH2:18]3)=[CH:15][CH:16]=2)[C:5](=[O:9])[N:6]([CH3:8])[CH:7]=1. The yield is 0.600. The reactants are [Br:1][C:2]1[N:3]=[C:4]([NH:10][C:11]2[CH:16]=[CH:15][C:14]([CH:17]3[CH2:22][CH2:21][NH:20][CH2:19][CH2:18]3)=[CH:13][CH:12]=2)[C:5](=[O:9])[N:6]([CH3:8])[CH:7]=1.[O:23]1[CH2:26][C:25](=O)[CH2:24]1.C([BH3-])#N.[Na+]. The catalyst is CO.[Cl-].[Zn+2].[Cl-]. (8) The reactants are [CH3:1][C:2]1[CH:7]=[C:6]([CH3:8])[NH:5][C:4](=O)[C:3]=1[C:10]#[N:11].P(Cl)(Cl)([Cl:14])=O. No catalyst specified. The product is [Cl:14][C:4]1[N:5]=[C:6]([CH3:8])[CH:7]=[C:2]([CH3:1])[C:3]=1[C:10]#[N:11]. The yield is 0.900. (9) The reactants are [NH2:1][C:2]([NH:4][C:5]1[NH:6][C:7]2[C:12]([C:13]=1[C:14](=[O:16])[NH2:15])=[CH:11][CH:10]=[C:9](B1OC(C)(C)C(C)(C)O1)[CH:8]=2)=[O:3].C(=O)([O-])O.[Na+].Br[C:32]1[CH:37]=[C:36]([CH2:38][OH:39])[CH:35]=[CH:34][N:33]=1. The catalyst is O.O1CCOCC1.[Cl-].[Na+].O.C1C=CC([P]([Pd]([P](C2C=CC=CC=2)(C2C=CC=CC=2)C2C=CC=CC=2)([P](C2C=CC=CC=2)(C2C=CC=CC=2)C2C=CC=CC=2)[P](C2C=CC=CC=2)(C2C=CC=CC=2)C2C=CC=CC=2)(C2C=CC=CC=2)C2C=CC=CC=2)=CC=1. The product is [NH2:1][C:2]([NH:4][C:5]1[NH:6][C:7]2[C:12]([C:13]=1[C:14]([NH2:15])=[O:16])=[CH:11][CH:10]=[C:9]([C:32]1[CH:37]=[C:36]([CH2:38][OH:39])[CH:35]=[CH:34][N:33]=1)[CH:8]=2)=[O:3]. The yield is 0.230.